Dataset: NCI-60 drug combinations with 297,098 pairs across 59 cell lines. Task: Regression. Given two drug SMILES strings and cell line genomic features, predict the synergy score measuring deviation from expected non-interaction effect. (1) Drug 1: C1=CN(C=N1)CC(O)(P(=O)(O)O)P(=O)(O)O. Drug 2: B(C(CC(C)C)NC(=O)C(CC1=CC=CC=C1)NC(=O)C2=NC=CN=C2)(O)O. Cell line: SR. Synergy scores: CSS=41.0, Synergy_ZIP=1.49, Synergy_Bliss=4.63, Synergy_Loewe=-34.7, Synergy_HSA=0.522. (2) Drug 1: C1=CC=C(C=C1)NC(=O)CCCCCCC(=O)NO. Drug 2: CC(C)(C#N)C1=CC(=CC(=C1)CN2C=NC=N2)C(C)(C)C#N. Cell line: K-562. Synergy scores: CSS=12.7, Synergy_ZIP=-1.81, Synergy_Bliss=5.95, Synergy_Loewe=-1.35, Synergy_HSA=-0.145.